From a dataset of Reaction yield outcomes from USPTO patents with 853,638 reactions. Predict the reaction yield, written as a fraction of the theoretical maximum amount of product (1.0 means a 100% yield; for example, 0.34 means a 34% yield). (1) The reactants are [F:1][C:2]1[CH:7]=[CH:6][CH:5]=[C:4]([F:8])[C:3]=1[N:9]1[C:14]2[N:15]=[C:16]([N:29]3[CH2:34][CH2:33][CH:32]([N:35]4[CH2:40][CH2:39][CH:38]([CH3:41])[CH2:37][CH2:36]4)[CH2:31][CH2:30]3)[N:17]=[C:18]([C:19]3[CH:20]=[C:21]([CH:25]=[CH:26][C:27]=3[CH3:28])[C:22](O)=[O:23])[C:13]=2[CH:12]=[CH:11][C:10]1=[O:42].CN(C(O[N:51]1N=N[C:53]2C=CC=C[C:52]1=2)=[N+](C)C)C.F[P-](F)(F)(F)(F)F.C(N(CC)CC)C.C(N)C. The catalyst is CN(C=O)C.C1COCC1. The product is [F:8][C:4]1[CH:5]=[CH:6][CH:7]=[C:2]([F:1])[C:3]=1[N:9]1[C:14]2[N:15]=[C:16]([N:29]3[CH2:34][CH2:33][CH:32]([N:35]4[CH2:40][CH2:39][CH:38]([CH3:41])[CH2:37][CH2:36]4)[CH2:31][CH2:30]3)[N:17]=[C:18]([C:19]3[CH:20]=[C:21]([CH:25]=[CH:26][C:27]=3[CH3:28])[C:22]([NH:51][CH2:52][CH3:53])=[O:23])[C:13]=2[CH:12]=[CH:11][C:10]1=[O:42]. The yield is 0.780. (2) The reactants are [CH:1]12[O:6][CH:2]1[CH2:3][CH2:4][CH2:5]2.[N-:7]=[N+:8]=[N-:9].[Na+].[NH4+].[Cl-]. The catalyst is CO.O. The product is [N:7]([C@@H:1]1[CH2:5][CH2:4][CH2:3][C@H:2]1[OH:6])=[N+:8]=[N-:9]. The yield is 0.930. (3) The yield is 0.840. The catalyst is C1COCC1. The reactants are [F:1][C:2]1[CH:7]=[CH:6][CH:5]=[C:4]([F:8])[C:3]=1[N:9]1[C:14]2[N:15]=[C:16](S(C)=O)[N:17]=[C:18]([C:19]3[CH:20]=[C:21]([CH:32]=[CH:33][C:34]=3[CH3:35])[C:22]([NH:24][C:25]3[CH:30]=[CH:29][C:28]([F:31])=[CH:27][CH:26]=3)=[O:23])[C:13]=2[CH2:12][NH:11][C:10]1=[O:39].[CH3:40][N:41]([CH3:46])[CH2:42][CH2:43][CH2:44][NH2:45]. The product is [F:1][C:2]1[CH:7]=[CH:6][CH:5]=[C:4]([F:8])[C:3]=1[N:9]1[C:14]2[N:15]=[C:16]([NH:45][CH2:44][CH2:43][CH2:42][N:41]([CH3:46])[CH3:40])[N:17]=[C:18]([C:19]3[CH:20]=[C:21]([CH:32]=[CH:33][C:34]=3[CH3:35])[C:22]([NH:24][C:25]3[CH:30]=[CH:29][C:28]([F:31])=[CH:27][CH:26]=3)=[O:23])[C:13]=2[CH2:12][NH:11][C:10]1=[O:39].